From a dataset of Full USPTO retrosynthesis dataset with 1.9M reactions from patents (1976-2016). Predict the reactants needed to synthesize the given product. (1) Given the product [ClH:32].[F:31][C:11]1([C:14]2[S:15][CH:16]=[C:17]([CH2:19][O:20][C:21]3[CH:26]=[CH:25][C:24]([S:27]([CH3:30])(=[O:29])=[O:28])=[CH:23][CH:22]=3)[N:18]=2)[CH2:10][CH2:9][NH:8][CH2:13][CH2:12]1, predict the reactants needed to synthesize it. The reactants are: C(OC([N:8]1[CH2:13][CH2:12][C:11]([F:31])([C:14]2[S:15][CH:16]=[C:17]([CH2:19][O:20][C:21]3[CH:26]=[CH:25][C:24]([S:27]([CH3:30])(=[O:29])=[O:28])=[CH:23][CH:22]=3)[N:18]=2)[CH2:10][CH2:9]1)=O)(C)(C)C.[ClH:32]. (2) Given the product [Cl:12][C:4]1[N:3]=[C:2]([CH3:1])[N:7]=[C:6]([NH:20][C:19]2[C:14]([CH3:13])=[N:15][C:16]([CH3:22])=[CH:17][C:18]=2[CH3:21])[C:5]=1[N+:9]([O-:11])=[O:10], predict the reactants needed to synthesize it. The reactants are: [CH3:1][C:2]1[N:7]=[C:6](Cl)[C:5]([N+:9]([O-:11])=[O:10])=[C:4]([Cl:12])[N:3]=1.[CH3:13][C:14]1[C:19]([NH2:20])=[C:18]([CH3:21])[CH:17]=[C:16]([CH3:22])[N:15]=1. (3) The reactants are: [F:1][C:2]1[CH:3]=[N:4][CH:5]=[CH:6][C:7]=1[NH2:8].CCN(C(C)C)C(C)C.[Cl:18][C:19]1[CH:27]=[CH:26][CH:25]=[C:24]([Cl:28])[C:20]=1[C:21](Cl)=[O:22]. Given the product [F:1][C:2]1[CH:3]=[N:4][CH:5]=[CH:6][C:7]=1[NH:8][C:21](=[O:22])[C:20]1[C:19]([Cl:18])=[CH:27][CH:26]=[CH:25][C:24]=1[Cl:28], predict the reactants needed to synthesize it. (4) Given the product [Cl:1][C:2]1[CH:10]=[C:9]2[C:5]([C:6]([C:11]([OH:24])=[O:12])=[CH:7][NH:8]2)=[CH:4][C:3]=1[C:13]1[CH:18]=[CH:17][C:16]([CH2:19][CH2:20][CH2:21][OH:22])=[CH:15][CH:14]=1, predict the reactants needed to synthesize it. The reactants are: [Cl:1][C:2]1[CH:10]=[C:9]2[C:5]([C:6]([CH:11]=[O:12])=[CH:7][NH:8]2)=[CH:4][C:3]=1[C:13]1[CH:18]=[CH:17][C:16]([CH2:19][CH2:20][CH2:21][OH:22])=[CH:15][CH:14]=1.P([O-])(O)(O)=[O:24].[Na+].Cl([O-])=O.[Na+].S([O-])([O-])=O.[Na+].[Na+]. (5) Given the product [C:11]([O:15][C:16]([N:18]1[CH2:19][CH:20]=[C:21]([CH2:24][N:25]([C:26]2[CH:31]=[CH:30][N:29]=[C:28]([Cl:32])[C:27]=2[Br:33])[C:38]([C:37]2[CH:41]=[CH:42][N:43]=[C:35]([Cl:34])[CH:36]=2)=[O:39])[CH2:22][CH2:23]1)=[O:17])([CH3:14])([CH3:12])[CH3:13], predict the reactants needed to synthesize it. The reactants are: C[Si]([N-][Si](C)(C)C)(C)C.[Li+].[C:11]([O:15][C:16]([N:18]1[CH2:23][CH:22]=[C:21]([CH2:24][NH:25][C:26]2[CH:31]=[CH:30][N:29]=[C:28]([Cl:32])[C:27]=2[Br:33])[CH2:20][CH2:19]1)=[O:17])([CH3:14])([CH3:13])[CH3:12].[Cl:34][C:35]1[CH:36]=[C:37]([CH:41]=[CH:42][N:43]=1)[C:38](Cl)=[O:39]. (6) Given the product [Cl:18][C:15]1[CH:14]=[CH:13][C:12]([C:8]2[CH:9]=[C:10]([CH2:30][CH2:31][CH3:32])[N:5]3[N:4]=[CH:3][C:19]([C:28]([OH:27])=[O:37])=[C:6]3[N:7]=2)=[CH:17][CH:16]=1, predict the reactants needed to synthesize it. The reactants are: C([C:3]1[CH:19]=[C:6]2[N:7]=[C:8]([C:12]3[CH:17]=[CH:16][C:15]([Cl:18])=[CH:14][CH:13]=3)[CH:9]=[C:10](Cl)[N:5]2[N:4]=1)C.[Cl-].C([Zn+])C.C1[CH2:28][O:27]CC1.[Cl-].[CH2:30]([Zn+])[CH2:31][CH3:32].C1C[O:37]CC1.C([Mg]Cl)C.